From a dataset of Forward reaction prediction with 1.9M reactions from USPTO patents (1976-2016). Predict the product of the given reaction. (1) Given the reactants [Cl:1][C:2]1[CH:3]=[C:4]2[CH:10]=[C:9]([C:11]([NH:13][NH2:14])=[O:12])[NH:8][C:5]2=[CH:6][N:7]=1.C1C=CC2N(O)N=NC=2C=1.CCN=C=NCCCN(C)C.CCN(C(C)C)C(C)C.[C:45](O)(=[O:55])[C:46]1[CH:54]=[CH:53][C:52]2[O:51][CH2:50][O:49][C:48]=2[CH:47]=1, predict the reaction product. The product is: [Cl:1][C:2]1[CH:3]=[C:4]2[CH:10]=[C:9]([C:11]([NH:13][NH:14][C:45]([C:46]3[CH:54]=[CH:53][C:52]4[O:51][CH2:50][O:49][C:48]=4[CH:47]=3)=[O:55])=[O:12])[NH:8][C:5]2=[CH:6][N:7]=1. (2) Given the reactants F[C:2](F)(F)[C:3](O)=O.Cl[C:9]1[CH:36]=[CH:35][C:12]([O:13][CH2:14][CH2:15][N:16]2[CH2:20][CH2:19][C:18]3([C:32]4[NH:31][C:30]5[C:25](=[CH:26][C:27]([O:33][CH3:34])=[CH:28][CH:29]=5)[C:24]=4[CH2:23][CH2:22][NH:21]3)[CH2:17]2)=[CH:11][CH:10]=1.CS(OCCOC1C=CC(CC)=CC=1)(=O)=O, predict the reaction product. The product is: [CH2:2]([C:9]1[CH:10]=[CH:11][C:12]([O:13][CH2:14][CH2:15][N:16]2[CH2:20][CH2:19][C:18]3([C:32]4[NH:31][C:30]5[C:25](=[CH:26][C:27]([O:33][CH3:34])=[CH:28][CH:29]=5)[C:24]=4[CH2:23][CH2:22][NH:21]3)[CH2:17]2)=[CH:35][CH:36]=1)[CH3:3].